This data is from Reaction yield outcomes from USPTO patents with 853,638 reactions. The task is: Predict the reaction yield, written as a fraction of the theoretical maximum amount of product (1.0 means a 100% yield; for example, 0.34 means a 34% yield). (1) The reactants are C(OC(=O)[N:7]([C@H:10]1[C@H:14]([C:15]2[CH:20]=[CH:19][C:18]([Cl:21])=[C:17]([Cl:22])[CH:16]=2)[CH2:13][N:12]([C:23]([N:25]2[CH2:30][CH2:29][N:28]([S:31]([CH3:34])(=[O:33])=[O:32])[CH2:27][CH2:26]2)=[O:24])[CH2:11]1)[CH2:8][CH3:9])(C)(C)C.C(O)(C(F)(F)F)=O. The catalyst is C(Cl)Cl. The product is [Cl:22][C:17]1[CH:16]=[C:15]([C@H:14]2[C@H:10]([NH:7][CH2:8][CH3:9])[CH2:11][N:12]([C:23]([N:25]3[CH2:26][CH2:27][N:28]([S:31]([CH3:34])(=[O:32])=[O:33])[CH2:29][CH2:30]3)=[O:24])[CH2:13]2)[CH:20]=[CH:19][C:18]=1[Cl:21]. The yield is 0.840. (2) The reactants are [C-:1]#[N:2].C([Al+]CC)C.Cl[CH:9]([NH:15][C:16](=[O:21])[C:17]([CH3:20])([CH3:19])[CH3:18])[C:10]([O:12][CH2:13][CH3:14])=[O:11].[NH4+].[Cl-]. The catalyst is C1COCC1. The product is [NH2:2][C:1]1[O:21][C:16]([C:17]([CH3:20])([CH3:19])[CH3:18])=[N:15][C:9]=1[C:10]([O:12][CH2:13][CH3:14])=[O:11]. The yield is 0.300. (3) The reactants are [CH:14]1[CH:19]=[CH:18][C:17](P([C:14]2[CH:19]=[CH:18][CH:17]=[CH:16][CH:15]=2)[C:14]2[CH:19]=[CH:18][CH:17]=[CH:16][CH:15]=2)=[CH:16][CH:15]=1.N(C(OC(C)(C)C)=O)=NC(O[C:25](C)(C)[CH3:26])=O.[O:36]1[CH2:41][CH2:40][CH:39]([OH:42])[CH2:38][CH2:37]1.[CH2:43]1C[O:46][CH2:45][CH2:44]1. No catalyst specified. The product is [CH2:25]([C:14]1[CH:15]=[C:16]2[C:17]([CH2:43][CH2:44][C:45]2=[O:46])=[CH:18][C:19]=1[O:42][CH:39]1[CH2:40][CH2:41][O:36][CH2:37][CH2:38]1)[CH3:26]. The yield is 1.00. (4) The catalyst is C(#N)C.[Pd].C1(P(C2C=CC=CC=2)C2C=CC=CC=2)C=CC=CC=1.C1(P(C2C=CC=CC=2)C2C=CC=CC=2)C=CC=CC=1.C1(P(C2C=CC=CC=2)C2C=CC=CC=2)C=CC=CC=1.C1(P(C2C=CC=CC=2)C2C=CC=CC=2)C=CC=CC=1.[Cu]I. The reactants are I[C:2]1[CH:3]=[C:4]([C:20]([NH:22][CH3:23])=[O:21])[C:5](=[O:19])[N:6]([C:9]2[CH:14]=[CH:13][CH:12]=[C:11]([C:15]([F:18])([F:17])[F:16])[CH:10]=2)[C:7]=1[CH3:8].[Cl:24][C:25]1[CH:30]=[CH:29][C:28]([C:31]#[CH:32])=[CH:27][CH:26]=1.CCN(C(C)C)C(C)C. The product is [Cl:24][C:25]1[CH:30]=[CH:29][C:28]([C:31]#[C:32][C:2]2[CH:3]=[C:4]([C:20]([NH:22][CH3:23])=[O:21])[C:5](=[O:19])[N:6]([C:9]3[CH:14]=[CH:13][CH:12]=[C:11]([C:15]([F:18])([F:17])[F:16])[CH:10]=3)[C:7]=2[CH3:8])=[CH:27][CH:26]=1. The yield is 0.780.